Predict the product of the given reaction. From a dataset of Forward reaction prediction with 1.9M reactions from USPTO patents (1976-2016). (1) Given the reactants [Cl:1][C:2]1[CH2:6][CH:5]([CH:7]2[CH2:11][CH2:10][CH2:9][CH2:8]2)[N:4]([C:12]2[CH:19]=[CH:18][C:15]([C:16]#[N:17])=[C:14]([CH3:20])[N:13]=2)[N:3]=1.C(O)(C)C.C(=O)=O, predict the reaction product. The product is: [Cl:1][C:2]1[CH2:6][C@H:5]([CH:7]2[CH2:8][CH2:9][CH2:10][CH2:11]2)[N:4]([C:12]2[CH:19]=[CH:18][C:15]([C:16]#[N:17])=[C:14]([CH3:20])[N:13]=2)[N:3]=1. (2) The product is: [F:8][C:3]1[C:2]([C:17]2[CH2:22][CH2:21][N:20]([C:23](=[O:25])[CH3:24])[CH2:19][CH:18]=2)=[CH:7][CH:6]=[CH:5][N:4]=1. Given the reactants Br[C:2]1[C:3]([F:8])=[N:4][CH:5]=[CH:6][CH:7]=1.CC1(C)C(C)(C)OB([C:17]2[CH2:22][CH2:21][N:20]([C:23](=[O:25])[CH3:24])[CH2:19][CH:18]=2)O1.C(=O)([O-])[O-].[Na+].[Na+], predict the reaction product. (3) Given the reactants [CH3:1][S:2][C:3]1[CH:11]=[CH:10][C:9]([N+:12]([O-:14])=[O:13])=[CH:8][C:4]=1[C:5]([OH:7])=[O:6].[CH:15](N(CC)C(C)C)(C)C.CI.C(OCC)(=O)C.CCCCCC, predict the reaction product. The product is: [CH3:1][S:2][C:3]1[CH:11]=[CH:10][C:9]([N+:12]([O-:14])=[O:13])=[CH:8][C:4]=1[C:5]([O:7][CH3:15])=[O:6]. (4) Given the reactants [Br:1][C:2]1[CH:16]=[CH:15][C:14]([F:17])=[CH:13][C:3]=1[CH2:4]P(=O)(OCC)OCC.[CH:18]([C@H:20]1[CH2:24][CH2:23][CH2:22][N:21]1[C:25]([O:27][C:28]([CH3:31])([CH3:30])[CH3:29])=[O:26])=O.[H-].[Na+], predict the reaction product. The product is: [Br:1][C:2]1[CH:16]=[CH:15][C:14]([F:17])=[CH:13][C:3]=1/[CH:4]=[CH:18]/[C@H:20]1[CH2:24][CH2:23][CH2:22][N:21]1[C:25]([O:27][C:28]([CH3:29])([CH3:31])[CH3:30])=[O:26]. (5) Given the reactants OCC(N[C:11]([C@@H:13]1[CH2:15][C@H:14]1[C:16]1[CH:21]=[CH:20][CH:19]=[CH:18][C:17]=1[Br:22])=[O:12])C1C=CC=CC=1.[OH:23]S(O)(=O)=O.O, predict the reaction product. The product is: [Br:22][C:17]1[CH:18]=[CH:19][CH:20]=[CH:21][C:16]=1[C@@H:14]1[CH2:15][C@H:13]1[C:11]([OH:12])=[O:23].